This data is from TCR-epitope binding with 47,182 pairs between 192 epitopes and 23,139 TCRs. The task is: Binary Classification. Given a T-cell receptor sequence (or CDR3 region) and an epitope sequence, predict whether binding occurs between them. (1) The epitope is LLDFVRFMGV. The TCR CDR3 sequence is CSAPVEESIYGYTF. Result: 1 (the TCR binds to the epitope). (2) The epitope is SGPLKAEIAQRLED. The TCR CDR3 sequence is CASSYPGYGLNTEAFF. Result: 0 (the TCR does not bind to the epitope). (3) The epitope is QIKVRVKMV. The TCR CDR3 sequence is CASSPGGYEQYF. Result: 0 (the TCR does not bind to the epitope). (4) The epitope is KEIDRLNEV. The TCR CDR3 sequence is CASSIVGQPQHF. Result: 0 (the TCR does not bind to the epitope). (5) The epitope is ELAGIGILTV. The TCR CDR3 sequence is CASSPYRGLELEYQPQHF. Result: 1 (the TCR binds to the epitope). (6) Result: 0 (the TCR does not bind to the epitope). The TCR CDR3 sequence is CASSVDKGGPDTQYF. The epitope is RLRAEAQVK. (7) The epitope is LLWNGPMAV. The TCR CDR3 sequence is CSARDRDSYEQYF. Result: 1 (the TCR binds to the epitope). (8) The epitope is KLSYGIATV. The TCR CDR3 sequence is CASSKALAPTGTSNEQFF. Result: 1 (the TCR binds to the epitope). (9) The epitope is QARQMVQAMRTIGTHP. The TCR CDR3 sequence is CASSSQNTGELFF. Result: 0 (the TCR does not bind to the epitope).